This data is from Reaction yield outcomes from USPTO patents with 853,638 reactions. The task is: Predict the reaction yield, written as a fraction of the theoretical maximum amount of product (1.0 means a 100% yield; for example, 0.34 means a 34% yield). The reactants are C(N=C=NC(C)C)(C)C.[F:10][C:11]1[CH:16]=[CH:15][C:14]([C:17]2[O:21][N:20]=[C:19]([NH2:22])[CH:18]=2)=[CH:13][CH:12]=1.[CH2:23]([O:25][C:26](=[O:31])[CH2:27][C:28](O)=[O:29])[CH3:24]. The catalyst is C1COCC1.C(OCC)(=O)C. The product is [CH2:23]([O:25][C:26](=[O:31])[CH2:27][C:28]([NH:22][C:19]1[CH:18]=[C:17]([C:14]2[CH:13]=[CH:12][C:11]([F:10])=[CH:16][CH:15]=2)[O:21][N:20]=1)=[O:29])[CH3:24]. The yield is 0.818.